This data is from Reaction yield outcomes from USPTO patents with 853,638 reactions. The task is: Predict the reaction yield, written as a fraction of the theoretical maximum amount of product (1.0 means a 100% yield; for example, 0.34 means a 34% yield). The reactants are [Cl:1][C:2]1[CH:3]=[C:4]2[C:10]3([CH2:14][CH2:13][N:12]([C:15]([O:17][C:18]([CH3:21])([CH3:20])[CH3:19])=[O:16])[CH2:11]3)[C:9](=O)[NH:8][C:5]2=[CH:6][CH:7]=1.[BH4-].[Na+].II. The catalyst is C1COCC1. The product is [Cl:1][C:2]1[CH:3]=[C:4]2[C:10]3([CH2:14][CH2:13][N:12]([C:15]([O:17][C:18]([CH3:21])([CH3:20])[CH3:19])=[O:16])[CH2:11]3)[CH2:9][NH:8][C:5]2=[CH:6][CH:7]=1. The yield is 1.00.